Dataset: Full USPTO retrosynthesis dataset with 1.9M reactions from patents (1976-2016). Task: Predict the reactants needed to synthesize the given product. (1) Given the product [Cl:1][C:2]1[CH:3]=[C:4]([CH:27]=[CH:28][C:29]=1[Cl:30])[CH2:5][N:6]([CH2:7][CH2:8][N:9]1[C:18]2[C:13]([C:14](=[O:20])[NH:15][C:16](=[O:19])[N:17]=2)=[N:12][C:11]2[CH:21]=[C:22]([CH3:26])[C:23]([CH3:25])=[CH:24][C:10]1=2)[C:31](=[O:32])[O:33][C:34]([CH3:37])([CH3:36])[CH3:35], predict the reactants needed to synthesize it. The reactants are: [Cl:1][C:2]1[CH:3]=[C:4]([CH:27]=[CH:28][C:29]=1[Cl:30])[CH2:5][NH:6][CH2:7][CH2:8][N:9]1[C:18]2[C:13]([C:14](=[O:20])[NH:15][C:16](=[O:19])[N:17]=2)=[N:12][C:11]2[CH:21]=[C:22]([CH3:26])[C:23]([CH3:25])=[CH:24][C:10]1=2.[C:31](O[C:31]([O:33][C:34]([CH3:37])([CH3:36])[CH3:35])=[O:32])([O:33][C:34]([CH3:37])([CH3:36])[CH3:35])=[O:32].C(N(CC)CC)C. (2) Given the product [C:26]([C:25]1[CH:24]=[C:23]([Cl:29])[S:22][C:21]=1[C:18]1[CH:17]=[CH:16][C:15]([C:12]2[CH:13]=[CH:14][C:9]([C:6]3([C:4]([OH:5])=[O:3])[CH2:7][CH2:8]3)=[CH:10][CH:11]=2)=[CH:20][CH:19]=1)(=[O:28])[NH2:27], predict the reactants needed to synthesize it. The reactants are: C([O:3][C:4]([C:6]1([C:9]2[CH:14]=[CH:13][C:12]([C:15]3[CH:20]=[CH:19][C:18]([C:21]4[S:22][C:23]([Cl:29])=[CH:24][C:25]=4[C:26](=[O:28])[NH2:27])=[CH:17][CH:16]=3)=[CH:11][CH:10]=2)[CH2:8][CH2:7]1)=[O:5])C.[OH-].[Na+].Cl.